From a dataset of Aqueous solubility values for 9,982 compounds from the AqSolDB database. Regression/Classification. Given a drug SMILES string, predict its absorption, distribution, metabolism, or excretion properties. Task type varies by dataset: regression for continuous measurements (e.g., permeability, clearance, half-life) or binary classification for categorical outcomes (e.g., BBB penetration, CYP inhibition). For this dataset (solubility_aqsoldb), we predict Y. (1) The drug is O=c1ccc2ccccc2[nH]1. The Y is -2.14 log mol/L. (2) The Y is -2.99 log mol/L. The compound is COc1ccc(CN(CCN(C)C)c2ncccn2)cc1. (3) The molecule is CCCCCCCCN(C)N=Nc1ccc(C(=O)O)cc1. The Y is -3.77 log mol/L. (4) The Y is -3.49 log mol/L. The molecule is C[C@H]1C[C@H]2[C@@H]3CC[C@](O)(C(=O)CO)[C@@]3(C)C[C@H](O)[C@@H]2[C@@]2(C)C=CC(=O)C=C12. (5) The compound is CCCCCc1ccccc1. The Y is -4.64 log mol/L.